Predict the reactants needed to synthesize the given product. From a dataset of Full USPTO retrosynthesis dataset with 1.9M reactions from patents (1976-2016). (1) Given the product [Br:1][C:2]1[CH:10]=[CH:9][C:8]2[C:4](=[CH:5][N:6]([C:12]3[CH:17]=[CH:16][CH:15]=[CH:14][N:13]=3)[N:7]=2)[CH:3]=1, predict the reactants needed to synthesize it. The reactants are: [Br:1][C:2]1[CH:3]=[C:4]2[C:8](=[CH:9][CH:10]=1)[NH:7][N:6]=[CH:5]2.F[C:12]1[CH:17]=[CH:16][CH:15]=[CH:14][N:13]=1. (2) The reactants are: Cl.C1COCC1.[Si]([O:14][C:15]1[C:19]2[C:20]([CH3:40])=[C:21]([N:26]3[CH2:31][CH2:30][N:29]([C:32]4[CH:37]=[CH:36][C:35]([O:38][CH3:39])=[CH:34][CH:33]=4)[CH2:28][CH2:27]3)[C:22]([CH3:25])=[C:23]([CH3:24])[C:18]=2[O:17][CH:16]=1)(C(C)(C)C)(C)C. Given the product [CH3:39][O:38][C:35]1[CH:34]=[CH:33][C:32]([N:29]2[CH2:28][CH2:27][N:26]([C:21]3[C:22]([CH3:25])=[C:23]([CH3:24])[C:18]4[O:17][CH2:16][C:15](=[O:14])[C:19]=4[C:20]=3[CH3:40])[CH2:31][CH2:30]2)=[CH:37][CH:36]=1, predict the reactants needed to synthesize it. (3) Given the product [Br:1][C:2]1[CH:3]=[C:4]2[C:5](=[CH:6][CH:7]=1)[N:8]=[CH:9][N:10]=[C:13]2[NH2:14], predict the reactants needed to synthesize it. The reactants are: [Br:1][C:2]1[CH:7]=[CH:6][C:5](/[N:8]=[CH:9]/[N:10](C)C)=[C:4]([C:13]#[N:14])[CH:3]=1.[NH4+].[OH-].